Dataset: Full USPTO retrosynthesis dataset with 1.9M reactions from patents (1976-2016). Task: Predict the reactants needed to synthesize the given product. (1) Given the product [Cl:1][C:2]1[CH:3]=[CH:4][C:5]([C:8]2[CH:9]=[C:10]([NH:20][C:27]([C:23]3[N:22]=[N:21][CH:26]=[CH:25][CH:24]=3)=[O:28])[CH:11]=[N:12][C:13]=2[O:14][CH2:15][C:16]([F:17])([F:18])[F:19])=[CH:6][CH:7]=1, predict the reactants needed to synthesize it. The reactants are: [Cl:1][C:2]1[CH:7]=[CH:6][C:5]([C:8]2[CH:9]=[C:10]([NH2:20])[CH:11]=[N:12][C:13]=2[O:14][CH2:15][C:16]([F:19])([F:18])[F:17])=[CH:4][CH:3]=1.[N:21]1[CH:26]=[CH:25][CH:24]=[C:23]([C:27](O)=[O:28])[N:22]=1. (2) Given the product [F:3][C:4]1[CH:13]=[CH:12][C:7]([C:8]([OH:10])=[O:9])=[CH:6][C:5]=1[S:14]([N:17]1[CH2:22][CH2:21][O:20][CH2:19][CH2:18]1)(=[O:15])=[O:16], predict the reactants needed to synthesize it. The reactants are: [OH-].[Li+].[F:3][C:4]1[CH:13]=[CH:12][C:7]([C:8]([O:10]C)=[O:9])=[CH:6][C:5]=1[S:14]([N:17]1[CH2:22][CH2:21][O:20][CH2:19][CH2:18]1)(=[O:16])=[O:15].